This data is from Full USPTO retrosynthesis dataset with 1.9M reactions from patents (1976-2016). The task is: Predict the reactants needed to synthesize the given product. (1) Given the product [NH2:21][CH:8]([C:4]1[CH:5]=[N:6][CH:7]=[C:2]([Br:1])[CH:3]=1)[CH2:11][C:10]([OH:16])=[O:15], predict the reactants needed to synthesize it. The reactants are: [Br:1][C:2]1[CH:3]=[C:4]([CH:8]=O)[CH:5]=[N:6][CH:7]=1.[C:10]([OH:16])(=[O:15])[CH2:11]C(O)=O.C([O-])(=O)C.[NH4+:21]. (2) Given the product [CH3:1][O:2][C:3]1[CH:4]=[CH:5][C:6]([CH:9]2[CH2:14][CH2:13][O:12][CH2:11][CH2:10]2)=[CH:7][CH:8]=1, predict the reactants needed to synthesize it. The reactants are: [CH3:1][O:2][C:3]1[CH:8]=[CH:7][C:6]([C:9]2[CH2:10][CH2:11][O:12][CH2:13][CH:14]=2)=[CH:5][CH:4]=1. (3) Given the product [Cl:1][C:2]1[CH:7]=[CH:6][C:5]([C:8]2[CH:13]=[CH:12][CH:11]=[CH:10][CH:9]=2)=[C:4]([CH2:14][CH2:21][C:20]([OH:18])=[O:22])[CH:3]=1, predict the reactants needed to synthesize it. The reactants are: [Cl:1][C:2]1[CH:7]=[CH:6][C:5]([C:8]2[CH:13]=[CH:12][CH:11]=[CH:10][CH:9]=2)=[C:4]([CH2:14]CC#N)[CH:3]=1.[OH-:18].[Na+].[CH2:20]([OH:22])[CH3:21]. (4) Given the product [CH3:1][C@H:2]1[NH:7][C@@H:6]([CH3:8])[CH2:5][N:4]([CH2:9][CH2:10][C:11]2[CH:16]=[CH:15][C:14]([O:17][C:18]([F:20])([F:21])[F:19])=[CH:13][CH:12]=2)[CH2:3]1, predict the reactants needed to synthesize it. The reactants are: [CH3:1][C@H:2]1[NH:7][C@@H:6]([CH3:8])[CH2:5][N:4]([C:9](=O)[CH2:10][C:11]2[CH:16]=[CH:15][C:14]([O:17][C:18]([F:21])([F:20])[F:19])=[CH:13][CH:12]=2)[CH2:3]1.[H-].[H-].[H-].[H-].[Li+].[Al+3].O. (5) Given the product [Cl:11][CH2:12][CH2:13][O:14][CH2:15][CH2:16][C:17]([NH:10][CH2:9][C:6]1[CH:7]=[CH:8][C:3]([O:2][CH3:1])=[CH:4][CH:5]=1)=[O:18], predict the reactants needed to synthesize it. The reactants are: [CH3:1][O:2][C:3]1[CH:8]=[CH:7][C:6]([CH2:9][NH2:10])=[CH:5][CH:4]=1.[Cl:11][CH2:12][CH2:13][O:14][CH2:15][CH2:16][C:17](Cl)=[O:18]. (6) Given the product [NH2:11][C@H:12]1[CH2:16][CH2:15][N:14]([C@H:17]2[CH2:22][CH2:21][C@@H:20]([NH:23][C:24](=[O:30])[O:25][C:26]([CH3:29])([CH3:28])[CH3:27])[CH2:19][C@H:18]2[CH2:31][S:32]([CH3:35])(=[O:34])=[O:33])[C:13]1=[O:36], predict the reactants needed to synthesize it. The reactants are: C(OC([NH:11][C@H:12]1[CH2:16][CH2:15][N:14]([C@H:17]2[CH2:22][CH2:21][C@@H:20]([NH:23][C:24](=[O:30])[O:25][C:26]([CH3:29])([CH3:28])[CH3:27])[CH2:19][C@H:18]2[CH2:31][S:32]([CH3:35])(=[O:34])=[O:33])[C:13]1=[O:36])=O)C1C=CC=CC=1. (7) Given the product [CH3:1][O:2][C:3]1[C:12]([B:18]([OH:21])[OH:19])=[CH:11][C:10]2[C:5]([CH:4]=1)=[CH:6][CH:7]=[CH:8][CH:9]=2, predict the reactants needed to synthesize it. The reactants are: [CH3:1][O:2][C:3]1[CH:12]=[CH:11][C:10]2[C:5](=[CH:6][CH:7]=[CH:8][CH:9]=2)[CH:4]=1.C([Li])CCC.[B:18](OC)([O:21]C)[O:19]C.Cl.